Binary Classification. Given a drug SMILES string, predict its activity (active/inactive) in a high-throughput screening assay against a specified biological target. From a dataset of HIV replication inhibition screening data with 41,000+ compounds from the AIDS Antiviral Screen. The drug is C1=[N+]2c3ccccc3[SH+][Cu-5]234([O+]=C1c1ccco1)[O+]=C(c1ccco1)C=[N+]3c1ccccc1[SH+]4. The result is 0 (inactive).